This data is from Catalyst prediction with 721,799 reactions and 888 catalyst types from USPTO. The task is: Predict which catalyst facilitates the given reaction. (1) Reactant: [CH2:1]([O:3][C:4]([C@H:6]1[CH2:11][CH2:10][C@H:9]([CH2:12][NH2:13])[CH2:8][CH2:7]1)=[O:5])[CH3:2].C(N(CC)CC)C.[C:21](OC(=O)C)(=[O:23])[CH3:22]. Product: [C:21]([NH:13][CH2:12][CH:9]1[CH2:10][CH2:11][CH:6]([C:4]([O:3][CH2:1][CH3:2])=[O:5])[CH2:7][CH2:8]1)(=[O:23])[CH3:22]. The catalyst class is: 4. (2) Reactant: [F:1][C:2]1[CH:3]=[C:4]2[C:8](=[C:9]([C:12]([OH:14])=O)[C:10]=1[F:11])[NH:7][CH:6]=[CH:5]2.CN(C(ON1N=NC2C=CC=CC1=2)=[N+](C)C)C.[B-](F)(F)(F)F.C(N(CC)C(C)C)(C)C.[C:46]([C:50]1[CH:67]=[CH:66][C:53]([CH2:54][NH:55][CH2:56][CH:57]([C:59]2[CH:64]=[CH:63][C:62]([F:65])=[CH:61][CH:60]=2)[OH:58])=[CH:52][CH:51]=1)([CH3:49])([CH3:48])[CH3:47]. Product: [C:46]([C:50]1[CH:67]=[CH:66][C:53]([CH2:54][N:55]([CH2:56][CH:57]([C:59]2[CH:60]=[CH:61][C:62]([F:65])=[CH:63][CH:64]=2)[OH:58])[C:12]([C:9]2[C:10]([F:11])=[C:2]([F:1])[CH:3]=[C:4]3[C:8]=2[NH:7][CH:6]=[CH:5]3)=[O:14])=[CH:52][CH:51]=1)([CH3:49])([CH3:47])[CH3:48]. The catalyst class is: 18.